This data is from Full USPTO retrosynthesis dataset with 1.9M reactions from patents (1976-2016). The task is: Predict the reactants needed to synthesize the given product. (1) Given the product [CH2:1]([S:8]([N:11]([CH2:47][C:46]([F:57])([F:56])[F:45])[C@H:12]1[CH2:17][CH2:16][C@H:15]([C:18]([O:27][Si:28]([CH2:31][CH3:32])([CH2:33][CH3:34])[CH2:29][CH3:30])([C:23]([F:24])([F:25])[F:26])[C:19]([F:20])([F:21])[F:22])[CH2:14][CH2:13]1)(=[O:10])=[O:9])[C:2]1[CH:3]=[CH:4][CH:5]=[CH:6][CH:7]=1, predict the reactants needed to synthesize it. The reactants are: [CH2:1]([S:8]([NH:11][C@H:12]1[CH2:17][CH2:16][C@H:15]([C:18]([O:27][Si:28]([CH2:33][CH3:34])([CH2:31][CH3:32])[CH2:29][CH3:30])([C:23]([F:26])([F:25])[F:24])[C:19]([F:22])([F:21])[F:20])[CH2:14][CH2:13]1)(=[O:10])=[O:9])[C:2]1[CH:7]=[CH:6][CH:5]=[CH:4][CH:3]=1.[Li].C[Si]([N-][Si](C)(C)C)(C)C.[F:45][C:46]([F:57])([F:56])[CH2:47]OS(C(F)(F)F)(=O)=O.[NH4+].[Cl-]. (2) The reactants are: [C:1]([C:3]1[CH:33]=[CH:32][C:6]([CH2:7][CH:8]([C:16]([NH:18][S:19]([C:22]2C=C[C:29]3[C:24](=[CH:25][CH:26]=[CH:27][CH:28]=3)[CH:23]=2)(=[O:21])=[O:20])=[O:17])[C:9](N(CC)CC)=[O:10])=[CH:5][CH:4]=1)#[N:2].C(/S(N)(=O)=[O:43])=C\C1C=CC=CC=1. Given the product [C:1]([C:3]1[CH:4]=[CH:5][C:6]([CH2:7][CH:8]([C:16](=[O:17])[NH:18][S:19](/[CH:22]=[CH:23]/[C:24]2[CH:29]=[CH:28][CH:27]=[CH:26][CH:25]=2)(=[O:20])=[O:21])[C:9]([OH:10])=[O:43])=[CH:32][CH:33]=1)#[N:2], predict the reactants needed to synthesize it. (3) Given the product [F:1][C:2]1[CH:7]=[C:6]([N:8]2[CH:12]=[N:11][N:10]=[N:9]2)[CH:5]=[C:4]([F:13])[C:3]=1[CH2:14][C:15]([OH:17])=[O:16], predict the reactants needed to synthesize it. The reactants are: [F:1][C:2]1[CH:7]=[C:6]([N:8]2[CH:12]=[N:11][N:10]=[N:9]2)[CH:5]=[C:4]([F:13])[C:3]=1[CH2:14][C:15]([O:17]C(C)(C)C)=[O:16].C1(SC)C=CC=CC=1.C(O)(C(F)(F)F)=O. (4) Given the product [CH2:1]([N:3]1[CH:7]=[C:6]([C:8]2[CH:13]=[CH:12][N:11]=[C:10]3[NH:14][CH:15]=[CH:16][C:9]=23)[C:5]([C:17]2[CH:23]=[CH:22][C:20]([NH:21][C:29]([N:24]3[CH2:28][CH2:27][CH2:26][CH2:25]3)=[O:30])=[CH:19][CH:18]=2)=[N:4]1)[CH3:2], predict the reactants needed to synthesize it. The reactants are: [CH2:1]([N:3]1[CH:7]=[C:6]([C:8]2[CH:13]=[CH:12][N:11]=[C:10]3[NH:14][CH:15]=[CH:16][C:9]=23)[C:5]([C:17]2[CH:23]=[CH:22][C:20]([NH2:21])=[CH:19][CH:18]=2)=[N:4]1)[CH3:2].[N:24]1([C:29](Cl)=[O:30])[CH2:28][CH2:27][CH2:26][CH2:25]1. (5) The reactants are: Br[C:2]1[CH:11]=[CH:10][C:5]([C:6]([O:8][CH3:9])=[O:7])=[CH:4][C:3]=1[CH3:12].[CH3:13][O:14][C:15]1[CH:20]=[CH:19][CH:18]=[CH:17][C:16]=1B(O)O.C(=O)([O-])[O-].[K+].[K+].O. Given the product [CH3:13][O:14][C:15]1[CH:20]=[CH:19][CH:18]=[CH:17][C:16]=1[C:2]1[CH:11]=[CH:10][C:5]([C:6]([O:8][CH3:9])=[O:7])=[CH:4][C:3]=1[CH3:12], predict the reactants needed to synthesize it. (6) Given the product [OH:6][C@@H:7]1[CH2:27][N:10]2[C:11](=[O:26])[N:12]([C:14]3[CH:15]=[CH:16][C:17]([O:20][CH2:21][C:22]([F:25])([F:23])[F:24])=[CH:18][CH:19]=3)[CH2:13][C@H:9]2[CH2:8]1, predict the reactants needed to synthesize it. The reactants are: C([Si](C1C=CC=CC=1)(C1C=CC=CC=1)[O:6][C@@H:7]1[CH2:27][N:10]2[C:11](=[O:26])[N:12]([C:14]3[CH:19]=[CH:18][C:17]([O:20][CH2:21][C:22]([F:25])([F:24])[F:23])=[CH:16][CH:15]=3)[CH2:13][C@H:9]2[CH2:8]1)(C)(C)C.CCCC[N+](CCCC)(CCCC)CCCC.[F-]. (7) Given the product [CH3:9][O:8][C:6]([C:5]1[CH:10]=[CH:11][C:2]([C:16]2[CH:17]=[CH:18][C:13]([Br:12])=[CH:14][CH:15]=2)=[CH:3][CH:4]=1)=[O:7], predict the reactants needed to synthesize it. The reactants are: I[C:2]1[CH:11]=[CH:10][C:5]([C:6]([O:8][CH3:9])=[O:7])=[CH:4][CH:3]=1.[Br:12][C:13]1[CH:18]=[CH:17][C:16](B(O)O)=[CH:15][CH:14]=1.C(O)C.C([O-])([O-])=O.[Na+].[Na+]. (8) Given the product [Br:1][C:2]1[C:3]([O:19][CH2:20][C:21]2[CH:26]=[CH:25][CH:24]=[CH:23][CH:22]=2)=[CH:4][C:5]([O:11][CH2:12][C:13]2[CH:18]=[CH:17][CH:16]=[CH:15][CH:14]=2)=[C:6]([CH:10]=1)[C:7]([NH:27][C:28]1[CH:33]=[CH:32][CH:31]=[CH:30][C:29]=1[CH3:34])=[O:8], predict the reactants needed to synthesize it. The reactants are: [Br:1][C:2]1[C:3]([O:19][CH2:20][C:21]2[CH:26]=[CH:25][CH:24]=[CH:23][CH:22]=2)=[CH:4][C:5]([O:11][CH2:12][C:13]2[CH:18]=[CH:17][CH:16]=[CH:15][CH:14]=2)=[C:6]([CH:10]=1)[C:7](Cl)=[O:8].[NH2:27][C:28]1[C:29]([CH3:34])=[CH:30][CH:31]=[CH:32][CH:33]=1.N1C=CC=CC=1. (9) Given the product [Cl:8][C:9]1[CH:14]=[C:13]([C:15]([N:41]([CH3:40])[O:42][CH3:43])=[O:16])[CH:12]=[C:11]([Cl:18])[N:10]=1, predict the reactants needed to synthesize it. The reactants are: CCN(CC)CC.[Cl:8][C:9]1[CH:14]=[C:13]([C:15](O)=[O:16])[CH:12]=[C:11]([Cl:18])[N:10]=1.CCN=C=NCCCN(C)C.C1C=CC2N(O)N=NC=2C=1.[CH3:40][NH:41][O:42][CH3:43].